From a dataset of Forward reaction prediction with 1.9M reactions from USPTO patents (1976-2016). Predict the product of the given reaction. (1) Given the reactants C(O)(=O)C=[O:3].CON=[CH:9][C@H:10]([F:31])[C@H:11]([O:23][CH2:24][C:25]1[CH:30]=[CH:29][CH:28]=[CH:27][CH:26]=1)[C@@H:12]([Br:22])[CH2:13][O:14][CH2:15][C:16]1[CH:21]=[CH:20][CH:19]=[CH:18][CH:17]=1.C(OCC)(=O)C.O, predict the reaction product. The product is: [Br:22][C@@H:12]([CH2:13][O:14][CH2:15][C:16]1[CH:21]=[CH:20][CH:19]=[CH:18][CH:17]=1)[C@@H:11]([O:23][CH2:24][C:25]1[CH:30]=[CH:29][CH:28]=[CH:27][CH:26]=1)[C@H:10]([F:31])[CH:9]=[O:3]. (2) Given the reactants [N:1]1([CH2:6][CH2:7][O:8][C:9]2[CH:10]=[C:11]3[C:16](=[CH:17][CH:18]=2)[C:15](=[O:19])[CH2:14][CH2:13][CH2:12]3)[CH:5]=[CH:4][N:3]=[CH:2]1.[O:20]([C:27]1[CH:31]=[CH:30][S:29][C:28]=1[CH:32]=O)[C:21]1[CH:26]=[CH:25][CH:24]=[CH:23][CH:22]=1, predict the reaction product. The product is: [N:1]1([CH2:6][CH2:7][O:8][C:9]2[CH:10]=[C:11]3[C:16](=[CH:17][CH:18]=2)[C:15](=[O:19])[C:14](=[CH:32][C:28]2[S:29][CH:30]=[CH:31][C:27]=2[O:20][C:21]2[CH:22]=[CH:23][CH:24]=[CH:25][CH:26]=2)[CH2:13][CH2:12]3)[CH:5]=[CH:4][N:3]=[CH:2]1. (3) Given the reactants [OH:1][C:2]1[CH:7]=[CH:6][C:5](/[CH:8]=[CH:9]/[C:10](=[O:41])[CH2:11][C:12](=[O:40])/[CH:13]=[CH:14]/[C:15]2[CH:20]=[CH:19][C:18]([NH:21][C:22](=[O:39])[C@H:23]([NH:31]C(OC(C)(C)C)=O)[CH2:24][C:25]3[CH:30]=[CH:29][CH:28]=[CH:27][CH:26]=3)=[CH:17][CH:16]=2)=[CH:4][CH:3]=1.C(OC(NC1C=CC(/C=C/C(=O)CC(=O)/C=C/C2C=CC(O)=CC=2)=CC=1)=O)(C)(C)C, predict the reaction product. The product is: [NH2:31][C@H:23]([CH2:24][C:25]1[CH:26]=[CH:27][CH:28]=[CH:29][CH:30]=1)[C:22]([NH:21][C:18]1[CH:19]=[CH:20][C:15](/[CH:14]=[CH:13]/[C:12](=[O:40])[CH2:11][C:10](=[O:41])/[CH:9]=[CH:8]/[C:5]2[CH:4]=[CH:3][C:2]([OH:1])=[CH:7][CH:6]=2)=[CH:16][CH:17]=1)=[O:39]. (4) Given the reactants [CH3:1][O:2][CH2:3][CH2:4][CH2:5][CH2:6][C:7]1([N:17]([CH3:19])[CH3:18])[CH2:16][CH2:15][C:10]2(OCC[O:11]2)[CH2:9][CH2:8]1.Cl, predict the reaction product. The product is: [CH3:19][N:17]([CH3:18])[C:7]1([CH2:6][CH2:5][CH2:4][CH2:3][O:2][CH3:1])[CH2:8][CH2:9][C:10](=[O:11])[CH2:15][CH2:16]1. (5) The product is: [CH3:1][CH2:2][O:3][C:4]([C:6]1[N:10]([CH2:11][C:12]2[CH:16]=[C:15]([C:17]3[S:18][C:19]([Cl:22])=[CH:20][CH:21]=3)[O:14][N:13]=2)[C:9]([C:23]([OH:25])=[O:24])=[CH:8][N:7]=1)=[O:5]. Given the reactants [CH3:1][CH2:2][O:3][C:4]([C:6]1[N:10]([CH2:11][C:12]2[CH:16]=[C:15]([C:17]3[S:18][C:19]([Cl:22])=[CH:20][CH:21]=3)[O:14][N:13]=2)[C:9]([C:23]([O:25]C(C)(C)C)=[O:24])=[CH:8][N:7]=1)=[O:5].Cl, predict the reaction product. (6) Given the reactants [CH3:1][C:2]1[CH:7]=[CH:6][C:5]([S:8]([O:11][CH2:12][CH2:13][O:14][CH2:15][CH2:16][O:17][CH2:18][CH2:19][O:20][CH2:21][CH2:22][O:23][CH2:24][CH2:25][OH:26])(=[O:10])=[O:9])=[CH:4][CH:3]=1.[C:41]1(C)[CH:42]=[CH:43]C(S([O-])(=[O:34])=[O:34])=[CH:39][CH:40]=1.[NH+]1[CH:43]=[CH:42][CH:41]=[CH:40][CH:39]=1, predict the reaction product. The product is: [CH3:1][C:2]1[CH:3]=[CH:4][C:5]([S:8]([O:11][CH2:12][CH2:13][O:14][CH2:15][CH2:16][O:17][CH2:18][CH2:19][O:20][CH2:21][CH2:22][O:23][CH2:24][CH2:25][O:26][CH:43]2[CH2:42][CH2:41][CH2:40][CH2:39][O:34]2)(=[O:9])=[O:10])=[CH:6][CH:7]=1. (7) Given the reactants C(OC([N:8]1[C:13]2[CH:14]=[C:15]([Cl:20])[C:16]([O:18][CH3:19])=[CH:17][C:12]=2[O:11][CH:10]([C:21]([N:23]2[CH2:28][CH2:27][C:26]([C:38]#[N:39])([CH:29]([C:31]3[CH:36]=[CH:35][C:34]([F:37])=[CH:33][CH:32]=3)[OH:30])[CH2:25][CH2:24]2)=[O:22])[CH2:9]1)=O)(C)(C)C.FC(F)(F)C(O)=O, predict the reaction product. The product is: [Cl:20][C:15]1[C:16]([O:18][CH3:19])=[CH:17][C:12]2[O:11][CH:10]([C:21]([N:23]3[CH2:28][CH2:27][C:26]([CH:29]([C:31]4[CH:32]=[CH:33][C:34]([F:37])=[CH:35][CH:36]=4)[OH:30])([C:38]#[N:39])[CH2:25][CH2:24]3)=[O:22])[CH2:9][NH:8][C:13]=2[CH:14]=1.